This data is from Forward reaction prediction with 1.9M reactions from USPTO patents (1976-2016). The task is: Predict the product of the given reaction. (1) Given the reactants [CH:1]12[CH2:6][CH:5]1[CH2:4][C:3](=O)[CH2:2]2.O=P(Cl)(Cl)[Cl:10].CN([CH:16]=[O:17])C, predict the reaction product. The product is: [Cl:10][C:3]1[CH2:4][C@H:5]2[C@H:1]([CH2:6]2)[C:2]=1[CH:16]=[O:17]. (2) Given the reactants [CH3:1][C:2]1([CH2:7][CH2:8][CH2:9][CH2:10][N:11]2[CH:15]=[C:14]([NH2:16])[CH:13]=[N:12]2)[O:6]CCO1.[CH3:17][C:18]1[O:19][C:20]([C:26]2[CH:27]=[C:28]([CH3:32])[CH:29]=[CH:30][CH:31]=2)=[C:21]([C:23](O)=[O:24])[N:22]=1, predict the reaction product. The product is: [O:6]=[C:2]([CH3:1])[CH2:7][CH2:8][CH2:9][CH2:10][N:11]1[CH:15]=[C:14]([NH:16][C:23]([C:21]2[N:22]=[C:18]([CH3:17])[O:19][C:20]=2[C:26]2[CH:27]=[C:28]([CH3:32])[CH:29]=[CH:30][CH:31]=2)=[O:24])[CH:13]=[N:12]1. (3) Given the reactants [Cl:1][C:2]1[CH:3]=[C:4]2[C:10]3([CH2:14][CH2:13][N:12]([C:15]([O:17][C:18](C)(C)C)=[O:16])[CH2:11]3)[CH2:9][NH:8][C:5]2=[CH:6][CH:7]=1.Cl.[NH2:23][C:24]1[S:25][C:26]([F:29])=[CH:27][N:28]=1.Cl[C:31](OC)=[O:32], predict the reaction product. The product is: [Cl:1][C:2]1[CH:3]=[C:4]2[C:10]3([CH2:14][CH2:13][N:12]([C:15]([O:17][CH3:18])=[O:16])[CH2:11]3)[CH2:9][N:8]([C:31](=[O:32])[NH:23][C:24]3[S:25][C:26]([F:29])=[CH:27][N:28]=3)[C:5]2=[CH:6][CH:7]=1. (4) Given the reactants C(OC(=O)[NH:7][CH2:8][CH2:9][CH2:10][CH2:11][NH:12][S:13]([C:16]1[CH:21]=[CH:20][C:19]([CH2:22][N:23]([CH2:31][C:32]2[NH:33][CH:34]=[CH:35][N:36]=2)[CH2:24][C:25]2[N:26]([CH3:30])[CH:27]=[CH:28][N:29]=2)=[CH:18][CH:17]=1)(=[O:15])=[O:14])(C)(C)C.Cl.O1CCOCC1.[OH-].[Na+], predict the reaction product. The product is: [NH2:7][CH2:8][CH2:9][CH2:10][CH2:11][NH:12][S:13]([C:16]1[CH:21]=[CH:20][C:19]([CH2:22][N:23]([CH2:31][C:32]2[NH:36][CH:35]=[CH:34][N:33]=2)[CH2:24][C:25]2[N:26]([CH3:30])[CH:27]=[CH:28][N:29]=2)=[CH:18][CH:17]=1)(=[O:14])=[O:15].